From a dataset of Catalyst prediction with 721,799 reactions and 888 catalyst types from USPTO. Predict which catalyst facilitates the given reaction. (1) Reactant: Cl[C:2]1[C:7]([N+:8]([O-:10])=[O:9])=[CH:6][CH:5]=[CH:4][N:3]=1.[NH2:11][C:12]1[CH:17]=[CH:16][CH:15]=[CH:14][CH:13]=1.C(N(C(C)C)CC)(C)C. Product: [N+:8]([C:7]1[C:2]([NH:11][C:12]2[CH:17]=[CH:16][CH:15]=[CH:14][CH:13]=2)=[N:3][CH:4]=[CH:5][CH:6]=1)([O-:10])=[O:9]. The catalyst class is: 12. (2) Reactant: [CH3:1][O:2][C:3]1[CH:8]=[CH:7][C:6]([N:9]2[C:13]3[C:14](=[O:30])[N:15]([C:18]4[CH:23]=[CH:22][C:21]([C:24]5([C:27](O)=[O:28])[CH2:26][CH2:25]5)=[CH:20][CH:19]=4)[CH2:16][CH2:17][C:12]=3[C:11]([C:31]([F:34])([F:33])[F:32])=[N:10]2)=[CH:5][CH:4]=1.Cl.[CH3:36][NH:37][O:38][CH3:39].CCN(C(C)C)C(C)C.Cl.CN(C)CCCN=C=NCC. Product: [CH3:39][O:38][N:37]([CH3:36])[C:27]([C:24]1([C:21]2[CH:20]=[CH:19][C:18]([N:15]3[CH2:16][CH2:17][C:12]4[C:11]([C:31]([F:34])([F:33])[F:32])=[N:10][N:9]([C:6]5[CH:5]=[CH:4][C:3]([O:2][CH3:1])=[CH:8][CH:7]=5)[C:13]=4[C:14]3=[O:30])=[CH:23][CH:22]=2)[CH2:26][CH2:25]1)=[O:28]. The catalyst class is: 31. (3) Reactant: [C:1]1([N:7]([C:35]2[CH:40]=[CH:39][CH:38]=[CH:37][CH:36]=2)[C:8]2[CH:13]=[CH:12][C:11]([C:14]3[C:23]([NH:24][C:25]4[CH:30]=[CH:29][CH:28]=[CH:27][CH:26]=4)=[C:22]([C:31](OC)=[O:32])[CH:21]=[CH:20][C:15]=3[C:16](OC)=[O:17])=[CH:10][CH:9]=2)[CH:6]=[CH:5][CH:4]=[CH:3][CH:2]=1.[H-].[H-].[H-].[H-].[Li+].[Al+3]. Product: [C:35]1([N:7]([C:1]2[CH:2]=[CH:3][CH:4]=[CH:5][CH:6]=2)[C:8]2[CH:9]=[CH:10][C:11]([C:14]3[C:23]([NH:24][C:25]4[CH:30]=[CH:29][CH:28]=[CH:27][CH:26]=4)=[C:22]([CH2:31][OH:32])[CH:21]=[CH:20][C:15]=3[CH2:16][OH:17])=[CH:12][CH:13]=2)[CH:36]=[CH:37][CH:38]=[CH:39][CH:40]=1. The catalyst class is: 1. (4) Reactant: ClC(Cl)(O[C:5](=[O:11])OC(Cl)(Cl)Cl)Cl.C(N(C(C)C)CC)(C)C.[NH:22]1[CH2:25][CH2:24][CH2:23]1.[CH3:26][N:27]1[C:35](=[O:36])[NH:34][C:33]2[C:28]1=[N:29][C:30](/[CH:37]=[CH:38]/[C:39]1[CH:44]=[CH:43][CH:42]=[CH:41][CH:40]=1)=[N:31][CH:32]=2.N12CCN(CC1)CC2. Product: [N:22]1([C:35]([N:34]2[C:33]3[C:28](=[N:29][C:30](/[CH:37]=[CH:38]/[C:39]4[CH:44]=[CH:43][CH:42]=[CH:41][CH:40]=4)=[N:31][CH:32]=3)[N:27]([CH3:26])[C:5]2=[O:11])=[O:36])[CH2:25][CH2:24][CH2:23]1. The catalyst class is: 4. (5) Product: [CH:1]1([CH2:4][O:5][C:6]2[C:7]([O:24][CH2:32][C:33]3([CH3:37])[CH2:36][O:35][CH2:34]3)=[C:8]([C:14]3[CH:15]=[C:16]4[C:20](=[CH:21][CH:22]=3)[C:19](=[O:23])[O:18][CH2:17]4)[CH:9]=[CH:10][C:11]=2[O:12][CH3:13])[CH2:3][CH2:2]1. Reactant: [CH:1]1([CH2:4][O:5][C:6]2[C:7]([OH:24])=[C:8]([C:14]3[CH:15]=[C:16]4[C:20](=[CH:21][CH:22]=3)[C:19](=[O:23])[O:18][CH2:17]4)[CH:9]=[CH:10][C:11]=2[O:12][CH3:13])[CH2:3][CH2:2]1.C(=O)([O-])[O-].[K+].[K+].Br[CH2:32][C:33]1([CH3:37])[CH2:36][O:35][CH2:34]1. The catalyst class is: 10.